From a dataset of Forward reaction prediction with 1.9M reactions from USPTO patents (1976-2016). Predict the product of the given reaction. (1) Given the reactants [Cl:1][C:2]1[N:7]=[N:6][C:5]([C:8]([OH:10])=O)=[CH:4][CH:3]=1.S(Cl)(Cl)=O.[CH2:15]([NH2:20])[CH2:16][CH2:17][CH2:18][CH3:19], predict the reaction product. The product is: [CH2:15]([NH:20][C:8]([C:5]1[N:6]=[N:7][C:2]([Cl:1])=[CH:3][CH:4]=1)=[O:10])[CH2:16][CH2:17][CH2:18][CH3:19]. (2) Given the reactants C(N(S(F)(F)[F:7])CC)C.[ClH:10].Cl.[CH2:12]([N:14]1[CH2:19][CH2:18][N:17]([C:20]2[C:29]3[C:24](=[CH:25][CH:26]=[CH:27][CH:28]=3)[CH:23]=[C:22]([C:30]3[CH:35]=[CH:34][C:33]([S:36]([CH2:39][CH2:40][CH2:41]O)(=[O:38])=[O:37])=[CH:32][CH:31]=3)[N:21]=2)[CH2:16][CH2:15]1)[CH3:13].C(=O)([O-])[O-].[Na+].[Na+], predict the reaction product. The product is: [ClH:10].[ClH:10].[CH2:12]([N:14]1[CH2:19][CH2:18][N:17]([C:20]2[C:29]3[C:24](=[CH:25][CH:26]=[CH:27][CH:28]=3)[CH:23]=[C:22]([C:30]3[CH:35]=[CH:34][C:33]([S:36]([CH2:39][CH2:40][CH2:41][F:7])(=[O:38])=[O:37])=[CH:32][CH:31]=3)[N:21]=2)[CH2:16][CH2:15]1)[CH3:13]. (3) Given the reactants [C:1](=[O:4])([OH:3])[O-:2].[Na+:5], predict the reaction product. The product is: [C:1](=[O:2])([O-:4])[O-:3].[Na+:5].[Na+:5].[C:1](=[O:3])=[O:2]. (4) Given the reactants [S:1](=[O:16])(=[O:15])([O:3][CH2:4][C:5]([CH3:14])([CH3:13])[CH2:6][C:7]1[CH:12]=[CH:11][CH:10]=[CH:9][CH:8]=1)[NH2:2].C1C=CC=CC=1.CC#N, predict the reaction product. The product is: [CH3:13][C:5]1([CH3:14])[CH2:4][O:3][S:1](=[O:15])(=[O:16])[NH:2][CH:6]1[C:7]1[CH:8]=[CH:9][CH:10]=[CH:11][CH:12]=1. (5) The product is: [C:12]([O:11][C:9]([N:16]1[C:19]2([CH2:22][CH2:21][CH2:20]2)[CH2:18][C:17]1=[O:23])=[O:10])([CH3:13])([CH3:14])[CH3:15]. Given the reactants [C:9](O[C:9]([O:11][C:12]([CH3:15])([CH3:14])[CH3:13])=[O:10])([O:11][C:12]([CH3:15])([CH3:14])[CH3:13])=[O:10].[NH:16]1[C:19]2([CH2:22][CH2:21][CH2:20]2)[CH2:18][C:17]1=[O:23].C(N(CC)CC)C, predict the reaction product. (6) Given the reactants [CH2:1]([NH2:3])[CH3:2].[CH:4](=O)[CH:5]=[CH:6][C:7]1[CH:12]=[CH:11][CH:10]=[CH:9][CH:8]=1.[BH4-].[Na+], predict the reaction product. The product is: [CH2:1]([NH:3][CH2:4][CH:5]=[CH:6][C:7]1[CH:12]=[CH:11][CH:10]=[CH:9][CH:8]=1)[CH3:2]. (7) Given the reactants [F:1][C:2]1[C:7]([O:8][CH3:9])=[CH:6][C:5]([O:10][CH3:11])=[C:4]([F:12])[C:3]=1[N:13]1[CH2:18][C:17]2[CH:19]=[N:20][C:21]3[N:25]([S:26]([C:29]4[CH:34]=[CH:33][CH:32]=[CH:31][CH:30]=4)(=[O:28])=[O:27])[C:24]([CH2:35]O)=[CH:23][C:22]=3[C:16]=2[N:15]([CH3:37])[C:14]1=[O:38].C(N(CC)C(C)C)(C)C.CS([Cl:52])(=O)=O, predict the reaction product. The product is: [Cl:52][CH2:35][C:24]1[N:25]([S:26]([C:29]2[CH:34]=[CH:33][CH:32]=[CH:31][CH:30]=2)(=[O:28])=[O:27])[C:21]2[N:20]=[CH:19][C:17]3[CH2:18][N:13]([C:3]4[C:2]([F:1])=[C:7]([O:8][CH3:9])[CH:6]=[C:5]([O:10][CH3:11])[C:4]=4[F:12])[C:14](=[O:38])[N:15]([CH3:37])[C:16]=3[C:22]=2[CH:23]=1. (8) Given the reactants [N:1]1[CH:6]=[CH:5][C:4]([C:7](=O)[CH2:8][C:9]([O:11]CC)=O)=[CH:3][CH:2]=1.Cl.[CH3:16][CH:17]1[NH:22][C:21]([NH2:23])=[N:20][CH2:19][CH2:18]1.C(=O)([O-])[O-].[K+].[K+].O, predict the reaction product. The product is: [CH3:16][CH:17]1[CH2:18][CH2:19][N:20]2[C:9](=[O:11])[CH:8]=[C:7]([C:4]3[CH:3]=[CH:2][N:1]=[CH:6][CH:5]=3)[N:23]=[C:21]2[NH:22]1. (9) Given the reactants [C:1]([O:5][C:6](=[O:18])[NH:7][C@@H:8]1[CH2:13][CH2:12][C@@H:11]([N:14]=[N+]=[N-])[C@H:10]([CH3:17])[CH2:9]1)([CH3:4])([CH3:3])[CH3:2], predict the reaction product. The product is: [C:1]([O:5][C:6](=[O:18])[NH:7][C@@H:8]1[CH2:13][CH2:12][C@@H:11]([NH2:14])[C@H:10]([CH3:17])[CH2:9]1)([CH3:4])([CH3:2])[CH3:3]. (10) Given the reactants [N:1]1[C:5]2[CH:6]=[CH:7][CH:8]=[CH:9][C:4]=2[NH:3][C:2]=1[S:10][CH2:11][CH2:12][N:13]1[CH2:18][CH2:17][N:16]([CH2:19][C:20]([NH:22][C:23]2[C:24]([S:32][CH3:33])=[N:25][C:26]([CH3:31])=[CH:27][C:28]=2[S:29][CH3:30])=[O:21])[CH2:15][CH2:14]1.[ClH:34].N1C=CC=CC=1.O, predict the reaction product. The product is: [OH2:21].[ClH:34].[N:1]1[C:5]2[CH:6]=[CH:7][CH:8]=[CH:9][C:4]=2[NH:3][C:2]=1[S:10][CH2:11][CH2:12][N:13]1[CH2:14][CH2:15][N:16]([CH2:19][C:20]([NH:22][C:23]2[C:24]([S:32][CH3:33])=[N:25][C:26]([CH3:31])=[CH:27][C:28]=2[S:29][CH3:30])=[O:21])[CH2:17][CH2:18]1.